The task is: Regression. Given a peptide amino acid sequence and an MHC pseudo amino acid sequence, predict their binding affinity value. This is MHC class I binding data.. This data is from Peptide-MHC class I binding affinity with 185,985 pairs from IEDB/IMGT. (1) The peptide sequence is GIRPRFLSQ. The MHC is HLA-B08:01 with pseudo-sequence HLA-B08:01. The binding affinity (normalized) is 0.501. (2) The peptide sequence is KELENEYYF. The MHC is HLA-A02:01 with pseudo-sequence HLA-A02:01. The binding affinity (normalized) is 0.0847. (3) The peptide sequence is WEQWWTDY. The MHC is Mamu-B01 with pseudo-sequence Mamu-B01. The binding affinity (normalized) is 0.00974. (4) The peptide sequence is EMSLADYLY. The MHC is HLA-B51:01 with pseudo-sequence HLA-B51:01. The binding affinity (normalized) is 0.0847.